Dataset: Forward reaction prediction with 1.9M reactions from USPTO patents (1976-2016). Task: Predict the product of the given reaction. (1) Given the reactants [CH:1]([O:4][C:5]1[C:6]([N+:18]([O-:20])=[O:19])=[CH:7][C:8]([CH3:17])=[C:9]([C:11]2[CH:16]=[CH:15][N:14]=[CH:13][CH:12]=2)[CH:10]=1)([CH3:3])[CH3:2].[I:21][CH3:22], predict the reaction product. The product is: [I-:21].[CH:1]([O:4][C:5]1[C:6]([N+:18]([O-:20])=[O:19])=[CH:7][C:8]([CH3:17])=[C:9]([C:11]2[CH:16]=[CH:15][N+:14]([CH3:22])=[CH:13][CH:12]=2)[CH:10]=1)([CH3:3])[CH3:2]. (2) Given the reactants Br[C:2]1[S:3][CH:4]=[CH:5][N:6]=1.C1(C)C=CC=CC=1.Cl[C:15]1[C:24]2[C:19](=[CH:20][C:21]([O:27][CH3:28])=[C:22]([O:25][CH3:26])[CH:23]=2)[C:18]([CH2:29][C:30]2[CH:35]=[CH:34][N:33]=[CH:32][CH:31]=2)=[N:17][N:16]=1.C1(P(C2C=CC=CC=2)C2C=CC=CC=2)C=CC=CC=1, predict the reaction product. The product is: [CH3:26][O:25][C:22]1[CH:23]=[C:24]2[C:19](=[CH:20][C:21]=1[O:27][CH3:28])[C:18]([CH2:29][C:30]1[CH:35]=[CH:34][N:33]=[CH:32][CH:31]=1)=[N:17][N:16]=[C:15]2[C:2]1[S:3][CH:4]=[CH:5][N:6]=1. (3) Given the reactants Cl.Cl.[N:3]1([C:9]([CH:11]2[CH2:16][CH2:15][CH2:14][N:13]([CH:17]3[CH2:22][CH2:21][NH:20][CH2:19][CH2:18]3)[CH2:12]2)=[O:10])[CH2:8][CH2:7][O:6][CH2:5][CH2:4]1.[C:23]([O:27][C:28]([NH:30][C:31]1[S:32][C:33]([C:39]2[CH:44]=[CH:43][CH:42]=[CH:41][CH:40]=2)=[CH:34][C:35]=1[C:36](O)=[O:37])=[O:29])([CH3:26])([CH3:25])[CH3:24], predict the reaction product. The product is: [N:3]1([C:9]([CH:11]2[CH2:16][CH2:15][CH2:14][N:13]([CH:17]3[CH2:22][CH2:21][N:20]([C:36]([C:35]4[CH:34]=[C:33]([C:39]5[CH:44]=[CH:43][CH:42]=[CH:41][CH:40]=5)[S:32][C:31]=4[NH:30][C:28](=[O:29])[O:27][C:23]([CH3:25])([CH3:24])[CH3:26])=[O:37])[CH2:19][CH2:18]3)[CH2:12]2)=[O:10])[CH2:8][CH2:7][O:6][CH2:5][CH2:4]1. (4) Given the reactants [C:1]([O:5][C:6](=[O:26])[NH:7][C@H:8]([C:20]1[CH:25]=[CH:24][CH:23]=[CH:22][CH:21]=1)[C@@H:9]([OH:19])[CH2:10][O:11][Si:12]([C:15]([CH3:18])([CH3:17])[CH3:16])([CH3:14])[CH3:13])([CH3:4])([CH3:3])[CH3:2].C1(P(C2C=CC=CC=2)C2C=CC=CC=2)C=CC=CC=1.[N+:46]([C:49]1[CH:57]=[CH:56][C:52]([C:53](O)=[O:54])=[CH:51][CH:50]=1)([O-:48])=[O:47].N(C(OC(C)C)=O)=NC(OC(C)C)=O.C1(C)C=CC=CC=1, predict the reaction product. The product is: [N+:46]([C:49]1[CH:50]=[CH:51][C:52]([C:53]([O:19][C@@H:9]([C@@H:8]([C:20]2[CH:21]=[CH:22][CH:23]=[CH:24][CH:25]=2)[NH:7][C:6](=[O:26])[O:5][C:1]([CH3:2])([CH3:3])[CH3:4])[CH2:10][O:11][Si:12]([CH3:13])([CH3:14])[C:15]([CH3:16])([CH3:17])[CH3:18])=[O:54])=[CH:56][CH:57]=1)([O-:48])=[O:47]. (5) Given the reactants Cl[Sn]Cl.[N+:4]([C:7]1[C:8]([NH2:16])=[N:9][CH:10]=[C:11]([CH:15]=1)[C:12]([OH:14])=[O:13])([O-])=O.N.C(O)(=O)C, predict the reaction product. The product is: [NH2:4][C:7]1[C:8]([NH2:16])=[N:9][CH:10]=[C:11]([CH:15]=1)[C:12]([OH:14])=[O:13].